From a dataset of Reaction yield outcomes from USPTO patents with 853,638 reactions. Predict the reaction yield, written as a fraction of the theoretical maximum amount of product (1.0 means a 100% yield; for example, 0.34 means a 34% yield). (1) The reactants are Cl.[NH2:2][C@@H:3]1[C:11]2[C:6](=[C:7]([C:12]3[N:16]=[C:15]([C:17]4[CH:18]=[CH:19][C:20]([O:25][CH:26]([CH3:28])[CH3:27])=[C:21]([CH:24]=4)[C:22]#[N:23])[O:14][N:13]=3)[CH:8]=[CH:9][CH:10]=2)[CH2:5][CH2:4]1.[CH3:29][O:30][C:31](=[O:37])[CH2:32][S:33](Cl)(=[O:35])=[O:34]. The catalyst is C(Cl)Cl. The product is [C:22]([C:21]1[CH:24]=[C:17]([C:15]2[O:14][N:13]=[C:12]([C:7]3[CH:8]=[CH:9][CH:10]=[C:11]4[C:6]=3[CH2:5][CH2:4][C@@H:3]4[NH:2][S:33]([CH2:32][C:31]([O:30][CH3:29])=[O:37])(=[O:35])=[O:34])[N:16]=2)[CH:18]=[CH:19][C:20]=1[O:25][CH:26]([CH3:28])[CH3:27])#[N:23]. The yield is 0.420. (2) The reactants are [Cl:1][C:2]1[CH:7]=[CH:6][CH:5]=[CH:4][C:3]=1[N:8]([CH3:39])[C:9]([C:11]1[S:38][C:14]2[C:15]3[CH:23]=[CH:22][C:21]([N:24]=C(C4C=CC=CC=4)C4C=CC=CC=4)=[CH:20][C:16]=3[O:17][CH2:18][CH2:19][C:13]=2[CH:12]=1)=[O:10].CC(Cl)=O. The catalyst is CO. The product is [NH2:24][C:21]1[CH:22]=[CH:23][C:15]2[C:14]3[S:38][C:11]([C:9]([N:8]([C:3]4[CH:4]=[CH:5][CH:6]=[CH:7][C:2]=4[Cl:1])[CH3:39])=[O:10])=[CH:12][C:13]=3[CH2:19][CH2:18][O:17][C:16]=2[CH:20]=1. The yield is 0.950. (3) The reactants are [Br:1][C:2]1[CH:3]=[C:4]2[C:9](=[CH:10][CH:11]=1)[N:8]=[CH:7][CH:6]=[C:5]2Cl.[CH2:13]([NH:15][CH2:16][CH3:17])[CH3:14].C(=O)([O-])[O-].[K+].[K+]. The catalyst is C(O)C.O. The product is [Br:1][C:2]1[CH:3]=[C:4]2[C:9](=[CH:10][CH:11]=1)[N:8]=[CH:7][CH:6]=[C:5]2[N:15]([CH2:16][CH3:17])[CH2:13][CH3:14]. The yield is 0.174. (4) The reactants are [Br-].[Li+].[CH3:3][C:4]1([O:7][CH2:6]1)[CH3:5].[CH2:8]([NH:15][CH2:16][C:17]([CH3:19])=[CH2:18])[C:9]1[CH:14]=[CH:13][CH:12]=[CH:11][CH:10]=1. The catalyst is C(Cl)Cl. The product is [CH2:8]([N:15]([CH2:16][C:17]([CH3:19])=[CH2:18])[CH2:6][C:4]([CH3:5])([OH:7])[CH3:3])[C:9]1[CH:14]=[CH:13][CH:12]=[CH:11][CH:10]=1. The yield is 0.980. (5) The reactants are [Cl:1][C:2]1[N:7]=[C:6](Cl)[C:5]([C:9]2[CH:14]=[CH:13][CH:12]=[CH:11][CH:10]=2)=[CH:4][N:3]=1.C(N(CC)CC)C.[CH:22]1([C:25]2[CH:26]=[C:27]([NH2:30])[NH:28][N:29]=2)[CH2:24][CH2:23]1. The catalyst is C(O)C. The product is [Cl:1][C:2]1[N:7]=[C:6]([NH:30][C:27]2[NH:28][N:29]=[C:25]([CH:22]3[CH2:24][CH2:23]3)[CH:26]=2)[C:5]([C:9]2[CH:14]=[CH:13][CH:12]=[CH:11][CH:10]=2)=[CH:4][N:3]=1. The yield is 0.600. (6) The reactants are [Br:1][C:2]1[CH:27]=[CH:26][C:5]([NH:6][CH2:7][C:8]2[CH:13]=[CH:12][C:11]([O:14][CH2:15][C:16]3[CH:21]=[CH:20][C:19]([O:22][CH3:23])=[CH:18][CH:17]=3)=[C:10]([O:24][CH3:25])[CH:9]=2)=[C:4]([N+:28]([O-])=O)[CH:3]=1.O.[Cl-].[NH4+]. The catalyst is O1CCCC1.C(O)C.[Fe]. The product is [Br:1][C:2]1[CH:3]=[C:4]([NH2:28])[C:5]([NH:6][CH2:7][C:8]2[CH:13]=[CH:12][C:11]([O:14][CH2:15][C:16]3[CH:21]=[CH:20][C:19]([O:22][CH3:23])=[CH:18][CH:17]=3)=[C:10]([O:24][CH3:25])[CH:9]=2)=[CH:26][CH:27]=1. The yield is 0.950. (7) The reactants are [NH2:1][C:2]1[N:6]([C:7]2[CH:12]=[CH:11][C:10]([CH2:13][OH:14])=[CH:9][CH:8]=2)[N:5]=[C:4]([C:15]([CH3:18])([CH3:17])[CH3:16])[CH:3]=1.N1C=CN=C1.[CH3:24][C:25]([Si:28](Cl)([CH3:30])[CH3:29])([CH3:27])[CH3:26]. The catalyst is CN(C=O)C.O. The product is [C:15]([C:4]1[CH:3]=[C:2]([NH2:1])[N:6]([C:7]2[CH:12]=[CH:11][C:10]([CH2:13][O:14][Si:28]([C:25]([CH3:27])([CH3:26])[CH3:24])([CH3:30])[CH3:29])=[CH:9][CH:8]=2)[N:5]=1)([CH3:18])([CH3:17])[CH3:16]. The yield is 0.890. (8) The reactants are [Cl:1][C:2]1[CH:3]=[CH:4][C:5]([C:8]([NH:10][C:11]2[CH:12]=[CH:13][C:14]([F:33])=[C:15]([C:17]34[CH2:24][CH:23]3[CH2:22][CH2:21][S:20][C:19]([NH:25]C(=O)OC(C)(C)C)=[N:18]4)[CH:16]=2)=[O:9])=[N:6][CH:7]=1. The catalyst is ClCCl.FC(F)(F)C(O)=O. The product is [NH2:25][C:19]1[S:20][CH2:21][CH2:22][CH:23]2[C:17]([C:15]3[CH:16]=[C:11]([NH:10][C:8]([C:5]4[CH:4]=[CH:3][C:2]([Cl:1])=[CH:7][N:6]=4)=[O:9])[CH:12]=[CH:13][C:14]=3[F:33])([CH2:24]2)[N:18]=1. The yield is 0.580. (9) The reactants are N#N.[CH3:3][N:4]([CH2:6][C:7]([N:9]1[C:17]2[C:12](=[CH:13][C:14]([N:21]([CH3:23])[CH3:22])=[C:15]([N+:18]([O-])=O)[CH:16]=2)[CH2:11][CH2:10]1)=[O:8])[CH3:5]. The catalyst is C(O)C.[Pd]. The product is [CH3:5][N:4]([CH2:6][C:7]([N:9]1[C:17]2[C:12](=[CH:13][C:14]([N:21]([CH3:23])[CH3:22])=[C:15]([NH2:18])[CH:16]=2)[CH2:11][CH2:10]1)=[O:8])[CH3:3]. The yield is 1.00.